Dataset: Full USPTO retrosynthesis dataset with 1.9M reactions from patents (1976-2016). Task: Predict the reactants needed to synthesize the given product. (1) Given the product [N+:1]([C:4]1[CH:13]=[CH:12][C:7]2[N:8]([CH2:14][CH2:15][CH3:16])[CH2:9][CH2:10][O:11][C:6]=2[CH:5]=1)([O-:3])=[O:2], predict the reactants needed to synthesize it. The reactants are: [N+:1]([C:4]1[CH:13]=[CH:12][C:7]2[NH:8][CH2:9][CH2:10][O:11][C:6]=2[CH:5]=1)([O-:3])=[O:2].[CH:14](=O)[CH2:15][CH3:16].[BH3-]C#N.[Na+]. (2) The reactants are: [OH:1][C:2]1[CH:3]=[C:4]2[C:9](=[CH:10][C:11]=1[CH3:12])[O:8][C:7]1([CH2:21][C:20]([CH3:23])([CH3:22])[C:19]3[C:14](=[CH:15][C:16]([CH3:25])=[C:17]([OH:24])[CH:18]=3)[O:13]1)[CH2:6][C:5]2([CH3:27])[CH3:26].C([O-])([O-])=O.[K+].[K+].[CH2:34]([O:36]C(=O)CBr)[CH3:35].[H-].[Al+3].[Li+].[H-].[H-].[H-]. Given the product [OH:1][C:2]1[CH:3]=[C:4]2[C:9](=[CH:10][C:11]=1[CH3:12])[O:8][C:7]1([CH2:21][C:20]([CH3:22])([CH3:23])[C:19]3[C:14](=[CH:15][C:16]([CH3:25])=[C:17]([O:24][CH2:35][CH2:34][OH:36])[CH:18]=3)[O:13]1)[CH2:6][C:5]2([CH3:27])[CH3:26], predict the reactants needed to synthesize it. (3) Given the product [CH2:1]([O:3][C:4]([C:6]1[C:15]2[C:10](=[CH:11][C:12]([C:16]#[CH:17])=[CH:13][CH:14]=2)[C:9]([CH3:23])([CH3:22])[CH2:8][C:7]=1[CH3:24])=[O:5])[CH3:2], predict the reactants needed to synthesize it. The reactants are: [CH2:1]([O:3][C:4]([C:6]1[C:15]2[C:10](=[CH:11][C:12]([C:16]#[C:17][Si](C)(C)C)=[CH:13][CH:14]=2)[C:9]([CH3:23])([CH3:22])[CH2:8][C:7]=1[CH3:24])=[O:5])[CH3:2].C(=O)([O-])[O-].[K+].[K+]. (4) Given the product [Cl:1][C:2]1[CH:7]=[CH:6][C:5]([C:8](=[O:10])[CH2:9][C:11](=[O:17])[CH2:12][CH2:13][C:14]([OH:16])=[O:15])=[CH:4][CH:3]=1, predict the reactants needed to synthesize it. The reactants are: [Cl:1][C:2]1[CH:7]=[CH:6][C:5]([C:8](=[O:10])[CH3:9])=[CH:4][CH:3]=1.[C:11]1(=[O:17])[O:16][C:14](=[O:15])[CH2:13][CH2:12]1. (5) Given the product [OH:16][CH2:15][CH2:14][NH:13][CH2:11][C:9]1[CH:10]=[C:2]([CH3:1])[CH:3]=[C:4]2[C:8]=1[NH:7][CH:6]=[CH:5]2, predict the reactants needed to synthesize it. The reactants are: [CH3:1][C:2]1[CH:3]=[C:4]2[C:8](=[C:9]([CH:11]=O)[CH:10]=1)[NH:7][CH:6]=[CH:5]2.[NH2:13][CH2:14][CH2:15][OH:16].[H][H].